Dataset: Full USPTO retrosynthesis dataset with 1.9M reactions from patents (1976-2016). Task: Predict the reactants needed to synthesize the given product. (1) Given the product [F:25][C:16]1([F:15])[CH2:17][CH2:18][N:19]([C:22]2[S:24][CH:2]=[C:3]([C@@H:5]3[CH2:10][CH2:9][CH2:8][CH2:7][C@H:6]3[C:11]([O:13][CH3:14])=[O:12])[N:23]=2)[CH2:20][CH2:21]1, predict the reactants needed to synthesize it. The reactants are: Cl[CH2:2][C:3]([C@@H:5]1[CH2:10][CH2:9][CH2:8][CH2:7][C@H:6]1[C:11]([O:13][CH3:14])=[O:12])=O.[F:15][C:16]1([F:25])[CH2:21][CH2:20][N:19]([C:22](=[S:24])[NH2:23])[CH2:18][CH2:17]1. (2) Given the product [Br:1][C:2]1[CH:11]=[N:10][C:9]2[C:4](=[CH:5][CH:6]=[C:7]([OH:15])[C:8]=2[C:12]([NH:22][CH2:21][C:20]([O:19][CH2:17][CH3:18])=[O:23])=[O:14])[N:3]=1, predict the reactants needed to synthesize it. The reactants are: [Br:1][C:2]1[CH:11]=[N:10][C:9]2[C:8]([C:12]([OH:14])=O)=[C:7]([OH:15])[CH:6]=[CH:5][C:4]=2[N:3]=1.Cl.[CH2:17]([O:19][C:20](=[O:23])[CH2:21][NH2:22])[CH3:18].C(N(CC)CC)C.CN(C(ON1N=NC2C=CC=NC1=2)=[N+](C)C)C.F[P-](F)(F)(F)(F)F. (3) Given the product [O:15]([C:2]1[CH:3]=[C:4]([Br:8])[CH:5]=[CH:6][CH:7]=1)[C:9]1[CH:14]=[CH:13][CH:12]=[CH:11][CH:10]=1, predict the reactants needed to synthesize it. The reactants are: Br[C:2]1[CH:7]=[CH:6][CH:5]=[C:4]([Br:8])[CH:3]=1.[C:9]1([OH:15])[CH:14]=[CH:13][CH:12]=[CH:11][CH:10]=1.[OH-].[K+].